Task: Predict the reaction yield, written as a fraction of the theoretical maximum amount of product (1.0 means a 100% yield; for example, 0.34 means a 34% yield).. Dataset: Reaction yield outcomes from USPTO patents with 853,638 reactions (1) The reactants are [C:1]1([C@@H:7]([CH3:10])[CH2:8]O)[CH:6]=[CH:5][CH:4]=[CH:3][CH:2]=1.[C:11]1(=[O:21])[NH:15][C:14](=[O:16])[C:13]2=[CH:17][CH:18]=[CH:19][CH:20]=[C:12]12.C1(P(C2C=CC=CC=2)C2C=CC=CC=2)C=CC=CC=1.CCOC(/N=N/C(OCC)=O)=O. The catalyst is C1COCC1.O. The product is [C:1]1([C@@H:7]([CH3:10])[CH2:8][N:15]2[C:11](=[O:21])[C:12]3[C:13](=[CH:17][CH:18]=[CH:19][CH:20]=3)[C:14]2=[O:16])[CH:6]=[CH:5][CH:4]=[CH:3][CH:2]=1. The yield is 0.960. (2) The reactants are [NH2:1][CH2:2][CH2:3][CH2:4][SH:5].Cl.[C:7](O)([CH3:10])([CH3:9])[CH3:8]. No catalyst specified. The product is [C:7]([S:5][CH2:4][CH2:3][CH2:2][NH2:1])([CH3:10])([CH3:9])[CH3:8]. The yield is 0.960. (3) The reactants are [Al+3].[Cl-].[Cl-].[Cl-].[CH3:5][C:6]1[CH:7]=[C:8]([SH:13])[CH:9]=[C:10]([CH3:12])[CH:11]=1.[C:14](Cl)(=[O:18])[C:15](Cl)=[O:16]. The catalyst is C(Cl)Cl. The product is [CH3:12][C:10]1[C:9]2[C:15](=[O:16])[C:14](=[O:18])[S:13][C:8]=2[CH:7]=[C:6]([CH3:5])[CH:11]=1. The yield is 0.350. (4) The reactants are [N+:1]([CH2:3][C:4]([O:6][CH2:7][CH3:8])=[O:5])#[C-:2].C[C:10]([CH3:13])([O-])C.[K+].[C:15](=[S:17])=[S:16].C(Br)C. The catalyst is C1COCC1. The product is [CH2:10]([S:17][C:15]1[S:16][CH:2]=[N:1][C:3]=1[C:4]([O:6][CH2:7][CH3:8])=[O:5])[CH3:13]. The yield is 0.520. (5) The reactants are [O:1]1[C:5]2[CH:6]=[C:7]([C:10]3([C:13]([OH:15])=[O:14])[CH2:12][CH2:11]3)[CH:8]=[CH:9][C:4]=2[CH:3]=[CH:2]1. The catalyst is CO.O=[Pt]=O. The product is [O:1]1[C:5]2[CH:6]=[C:7]([C:10]3([C:13]([OH:15])=[O:14])[CH2:12][CH2:11]3)[CH:8]=[CH:9][C:4]=2[CH2:3][CH2:2]1. The yield is 0.420.